From a dataset of Peptide-MHC class I binding affinity with 185,985 pairs from IEDB/IMGT. Regression. Given a peptide amino acid sequence and an MHC pseudo amino acid sequence, predict their binding affinity value. This is MHC class I binding data. (1) The peptide sequence is VTNRHEEKF. The MHC is HLA-B57:01 with pseudo-sequence HLA-B57:01. The binding affinity (normalized) is 0.315. (2) The peptide sequence is EEMNLPGRW. The MHC is HLA-A33:01 with pseudo-sequence HLA-A33:01. The binding affinity (normalized) is 0. (3) The peptide sequence is VEIALYQPI. The MHC is HLA-A23:01 with pseudo-sequence HLA-A23:01. The binding affinity (normalized) is 0.325.